This data is from Peptide-MHC class I binding affinity with 185,985 pairs from IEDB/IMGT. The task is: Regression. Given a peptide amino acid sequence and an MHC pseudo amino acid sequence, predict their binding affinity value. This is MHC class I binding data. (1) The peptide sequence is STSLSEEFFH. The MHC is HLA-A31:01 with pseudo-sequence HLA-A31:01. The binding affinity (normalized) is 0.113. (2) The peptide sequence is AIDRQVSVKL. The MHC is HLA-A02:02 with pseudo-sequence HLA-A02:02. The binding affinity (normalized) is 0.171. (3) The peptide sequence is AIKILIGFRK. The MHC is HLA-A11:01 with pseudo-sequence HLA-A11:01. The binding affinity (normalized) is 0.439. (4) The peptide sequence is RRAIRGEYL. The MHC is Mamu-B08 with pseudo-sequence Mamu-B08. The binding affinity (normalized) is 0.698. (5) The peptide sequence is GIMMNERDV. The MHC is HLA-A02:01 with pseudo-sequence HLA-A02:01. The binding affinity (normalized) is 0.171.